Task: Predict the reactants needed to synthesize the given product.. Dataset: Full USPTO retrosynthesis dataset with 1.9M reactions from patents (1976-2016) (1) Given the product [CH3:30][O:21][C:20](=[O:22])[C:18]1[CH:17]=[CH:16][CH:15]=[C:14]([N:9]2[C:10]([CH3:13])=[CH:11][CH:12]=[C:8]2[C:6]2[CH:7]=[C:2]([Br:1])[CH:3]=[CH:4][C:5]=2[OH:23])[N:19]=1, predict the reactants needed to synthesize it. The reactants are: [Br:1][C:2]1[CH:3]=[CH:4][C:5]([OH:23])=[C:6]([C:8]2[N:9]([C:14]3[N:19]=[C:18]([C:20]([OH:22])=[O:21])[CH:17]=[CH:16][CH:15]=3)[C:10]([CH3:13])=[CH:11][CH:12]=2)[CH:7]=1.S(=O)(=O)(O)O.N.[CH3:30]O. (2) Given the product [CH3:27][S:28]([NH:1][C:2]1[CH:3]=[C:4]2[C:8](=[CH:9][CH:10]=1)[C:7](=[O:11])[N:6]([CH2:12][C:13]([O:15][C:16]([CH3:17])([CH3:19])[CH3:18])=[O:14])[C:5]2=[O:20])(=[O:30])=[O:29], predict the reactants needed to synthesize it. The reactants are: [NH2:1][C:2]1[CH:3]=[C:4]2[C:8](=[CH:9][CH:10]=1)[C:7](=[O:11])[N:6]([CH2:12][C:13]([O:15][C:16]([CH3:19])([CH3:18])[CH3:17])=[O:14])[C:5]2=[O:20].N1C=CC=CC=1.[CH3:27][S:28](Cl)(=[O:30])=[O:29]. (3) Given the product [ClH:18].[CH3:19][N:11]1[C:10]([CH2:9][C@H:5]2[CH2:6][NH:7][C@H:2]([CH3:1])[CH2:3][NH:4]2)=[CH:14][C:13]([CH3:15])=[N:12]1, predict the reactants needed to synthesize it. The reactants are: [CH3:1][C@H:2]1[NH:7][C:6](=O)[C@H:5]([CH2:9][C:10]2[NH:11][N:12]=[C:13]([CH3:15])[CH:14]=2)[NH:4][C:3]1=O.B.[ClH:18].[CH3:19]O. (4) Given the product [C:32]([C:31]1[N:18]([C:15]2[CH:16]=[CH:17][C:12]([Cl:11])=[CH:13][C:14]=2[CH3:20])[N:19]=[CH:24][C:25]=1[C:26]([O:28][CH2:29][CH3:30])=[O:27])([CH3:35])([CH3:33])[CH3:34], predict the reactants needed to synthesize it. The reactants are: C(N(C(C)C)C(C)C)C.Cl.[Cl:11][C:12]1[CH:17]=[CH:16][C:15]([NH:18][NH2:19])=[C:14]([CH3:20])[CH:13]=1.CN(/[CH:24]=[C:25](/[C:31](=O)[C:32]([CH3:35])([CH3:34])[CH3:33])\[C:26]([O:28][CH2:29][CH3:30])=[O:27])C. (5) Given the product [ClH:14].[ClH:14].[F:1][C:2]1[C:3]([CH2:12][NH:16][CH:17]2[CH2:22][CH2:21][N:20]([CH2:23][C@H:24]3[N:35]4[C:36]5[N:27]([C:28](=[O:38])[CH:29]=[N:30][C:31]=5[CH:32]=[CH:33][C:34]4=[O:37])[CH2:26][CH2:25]3)[CH2:19][CH2:18]2)=[CH:4][C:5]2[O:10][CH2:9][CH2:8][O:7][C:6]=2[CH:11]=1, predict the reactants needed to synthesize it. The reactants are: [F:1][C:2]1[C:3]([CH:12]=O)=[CH:4][C:5]2[O:10][CH2:9][CH2:8][O:7][C:6]=2[CH:11]=1.[ClH:14].Cl.[NH2:16][CH:17]1[CH2:22][CH2:21][N:20]([CH2:23][C@H:24]2[N:35]3[C:36]4[N:27]([C:28](=[O:38])[CH:29]=[N:30][C:31]=4[CH:32]=[CH:33][C:34]3=[O:37])[CH2:26][CH2:25]2)[CH2:19][CH2:18]1.[BH-](OC(C)=O)(OC(C)=O)OC(C)=O.[Na+].C(=O)(O)[O-].[Na+]. (6) Given the product [S:14]1[C:13]([CH:22]([C:18]2[O:19][C:20]([CH3:21])=[C:16]([CH3:15])[CH:17]=2)[OH:23])=[CH:12][C:10]2[CH:11]=[CH:6][CH:7]=[CH:8][C:9]1=2, predict the reactants needed to synthesize it. The reactants are: C([Li])CCC.[CH:6]1[CH:7]=[CH:8][C:9]2[S:14][CH:13]=[CH:12][C:10]=2[CH:11]=1.[CH3:15][C:16]1[CH:17]=[C:18]([CH:22]=[O:23])[O:19][C:20]=1[CH3:21].